This data is from Reaction yield outcomes from USPTO patents with 853,638 reactions. The task is: Predict the reaction yield, written as a fraction of the theoretical maximum amount of product (1.0 means a 100% yield; for example, 0.34 means a 34% yield). (1) The reactants are [NH:1]1[CH2:4][CH:3]([O:5][C:6]2[CH:11]=[CH:10][C:9]([NH:12][C:13]3[N:18]=[C:17]([C:19]4[N:23]5[CH:24]=[CH:25][CH:26]=[CH:27][C:22]5=[N:21][CH:20]=4)[C:16]([Cl:28])=[CH:15][N:14]=3)=[C:8]([O:29][CH3:30])[CH:7]=2)[CH2:2]1.[C:31](OC(=O)C)(=[O:33])[CH3:32]. The catalyst is ClCCl. The product is [Cl:28][C:16]1[C:17]([C:19]2[N:23]3[CH:24]=[CH:25][CH:26]=[CH:27][C:22]3=[N:21][CH:20]=2)=[N:18][C:13]([NH:12][C:9]2[CH:10]=[CH:11][C:6]([O:5][CH:3]3[CH2:2][N:1]([C:31](=[O:33])[CH3:32])[CH2:4]3)=[CH:7][C:8]=2[O:29][CH3:30])=[N:14][CH:15]=1. The yield is 0.760. (2) The reactants are [C:1]([CH2:3][S:4][C:5]1[CH:13]=[CH:12][C:8]([C:9]([OH:11])=[O:10])=[CH:7][CH:6]=1)#[N:2].[N-:14]=[N+:15]=[N-:16].[Na+].[Cl-].[NH4+]. The product is [N:2]1[NH:14][N:15]=[N:16][C:1]=1[CH2:3][S:4][C:5]1[CH:13]=[CH:12][C:8]([C:9]([OH:11])=[O:10])=[CH:7][CH:6]=1. The catalyst is CN(C=O)C. The yield is 0.160. (3) No catalyst specified. The product is [Cl:1][C:2]1[CH:3]=[CH:4][C:5]([C:8]2[S:12][C:11]3[C:13](=[O:15])[N:19]([C:21]4[CH:37]=[CH:36][C:26]([O:27][CH2:28][C:29]([O:31][C:32]([CH3:35])([CH3:33])[CH3:34])=[O:30])=[C:25]([O:38][CH3:39])[CH:24]=4)[CH:18]=[N:17][C:10]=3[CH:9]=2)=[CH:6][CH:7]=1. The yield is 0.340. The reactants are [Cl:1][C:2]1[CH:7]=[CH:6][C:5]([C:8]2[S:12][C:11]([C:13]([O:15]C)=O)=[C:10]([N:17]=[CH:18][N:19]([CH3:21])C)[CH:9]=2)=[CH:4][CH:3]=1.NC1[CH:37]=[CH:36][C:26]([O:27][CH2:28][C:29]([O:31][C:32]([CH3:35])([CH3:34])[CH3:33])=[O:30])=[C:25]([O:38][CH3:39])[CH:24]=1.